This data is from Forward reaction prediction with 1.9M reactions from USPTO patents (1976-2016). The task is: Predict the product of the given reaction. (1) Given the reactants [C:1]1([N:7]2[CH2:12][C:11]3([CH2:17][CH2:16][NH:15][CH2:14][CH2:13]3)[O:10][CH2:9][C:8]2=[O:18])[CH:6]=[CH:5][CH:4]=[CH:3][CH:2]=1.Cl[C:20]1[N:21]=[N:22][C:23]([C:26]2[S:30][N:29]=[C:28]([CH3:31])[N:27]=2)=[CH:24][CH:25]=1.C(=O)([O-])[O-].[K+].[K+], predict the reaction product. The product is: [CH3:31][C:28]1[N:27]=[C:26]([C:23]2[N:22]=[N:21][C:20]([N:15]3[CH2:14][CH2:13][C:11]4([O:10][CH2:9][C:8](=[O:18])[N:7]([C:1]5[CH:2]=[CH:3][CH:4]=[CH:5][CH:6]=5)[CH2:12]4)[CH2:17][CH2:16]3)=[CH:25][CH:24]=2)[S:30][N:29]=1. (2) Given the reactants Br[C:2]1[CH:3]=[C:4]2[C:10]([C@@H:11]([C:13]3[C:18]([OH:19])=[CH:17][CH:16]=[C:15]([F:20])[C:14]=3[Cl:21])[CH3:12])=[CH:9][N:8](C(OC(C)(C)C)=O)[C:5]2=[N:6][CH:7]=1.C([O-])([O-])=O.[K+].[K+].CN(C=O)C.[CH:40](I)([CH3:42])[CH3:41].[CH3:44][C:45]1[N:49]([C@H:50]2[CH2:55][CH2:54][C@H:53]([OH:56])[CH2:52][CH2:51]2)[N:48]=[CH:47][C:46]=1B1OC(C)(C)C(C)(C)O1.O.Cl, predict the reaction product. The product is: [Cl:21][C:14]1[C:15]([F:20])=[CH:16][CH:17]=[C:18]([O:19][CH:40]([CH3:42])[CH3:41])[C:13]=1[C@H:11]([C:10]1[C:4]2[C:5](=[N:6][CH:7]=[C:2]([C:46]3[CH:47]=[N:48][N:49]([C@H:50]4[CH2:55][CH2:54][C@H:53]([OH:56])[CH2:52][CH2:51]4)[C:45]=3[CH3:44])[CH:3]=2)[NH:8][CH:9]=1)[CH3:12]. (3) Given the reactants [Na].[Br:2][C:3]1[CH:4]=[C:5]([N+:10]([O-:12])=[O:11])[C:6](Cl)=[N:7][CH:8]=1.[CH2:13]([OH:15])[CH3:14], predict the reaction product. The product is: [Br:2][C:3]1[CH:4]=[C:5]([N+:10]([O-:12])=[O:11])[C:6]([O:15][CH2:13][CH3:14])=[N:7][CH:8]=1. (4) Given the reactants [O:1]1[CH2:6][CH2:5][CH2:4][CH2:3][CH:2]1[N:7]1[C:15]2[C:10](=[CH:11][C:12]([C:16]3[N:20]=[CH:19][N:18]([C:21]([C:34]4[CH:39]=[CH:38][CH:37]=[CH:36][CH:35]=4)([C:28]4[CH:33]=[CH:32][CH:31]=[CH:30][CH:29]=4)[C:22]4[CH:27]=[CH:26][CH:25]=[CH:24][CH:23]=4)[N:17]=3)=[CH:13][CH:14]=2)[C:9]([C:40]2[CH:41]=[C:42]([CH:47]=[CH:48][CH:49]=2)[C:43]([O:45]C)=O)=[N:8]1.O.[OH-].[Li+].[CH3:53][C@H:54]([NH2:61])[C:55]1[CH:60]=[CH:59][CH:58]=[CH:57][CH:56]=1.O.ON1C2C=CC=CC=2N=N1.Cl.CN(C)CCCN=C=NCC, predict the reaction product. The product is: [C:55]1([C@@H:54]([NH:61][C:43]([C:42]2[CH:47]=[CH:48][CH:49]=[C:40]([C:9]3[C:10]4[C:15](=[CH:14][CH:13]=[C:12]([C:16]5[N:20]=[CH:19][N:18]([C:21]([C:22]6[CH:23]=[CH:24][CH:25]=[CH:26][CH:27]=6)([C:28]6[CH:33]=[CH:32][CH:31]=[CH:30][CH:29]=6)[C:34]6[CH:39]=[CH:38][CH:37]=[CH:36][CH:35]=6)[N:17]=5)[CH:11]=4)[N:7]([CH:2]4[CH2:3][CH2:4][CH2:5][CH2:6][O:1]4)[N:8]=3)[CH:41]=2)=[O:45])[CH3:53])[CH:60]=[CH:59][CH:58]=[CH:57][CH:56]=1. (5) Given the reactants [C:1]([C@@:3]1([CH:35]2[CH2:37][CH2:36]2)[CH2:7][CH2:6][N:5]([C:8]2[CH:13]=[CH:12][N:11]=[C:10]([NH:14][C:15]3[N:20]=[CH:19][C:18]([C:21]4[CH2:22][CH2:23][N:24]([C:27]([O:29]C(C)(C)C)=O)[CH2:25][CH:26]=4)=[CH:17][CH:16]=3)[CH:9]=2)[C:4]1=[O:34])#[N:2].[CH2:38](OC(=O)C)C.Cl, predict the reaction product. The product is: [C:27]([N:24]1[CH2:25][CH:26]=[C:21]([C:18]2[CH:19]=[N:20][C:15]([NH:14][C:10]3[CH:9]=[C:8]([N:5]4[CH2:6][CH2:7][C@:3]([CH:35]5[CH2:36][CH2:37]5)([C:1]#[N:2])[C:4]4=[O:34])[CH:13]=[CH:12][N:11]=3)=[CH:16][CH:17]=2)[CH2:22][CH2:23]1)(=[O:29])[CH3:38]. (6) Given the reactants [CH:1]([NH:4][C:5]1[N:6]=[N:7][C:8]([C:11]#[CH:12])=[CH:9][CH:10]=1)([CH3:3])[CH3:2].I[C:14]1[CH:15]=[C:16]([CH:38]=[CH:39][C:40]=1[CH3:41])[C:17]([NH:19][C:20]1[CH:25]=[CH:24][C:23]([CH2:26][N:27]2[CH2:32][CH2:31][N:30]([CH3:33])[CH2:29][CH2:28]2)=[C:22]([C:34]([F:37])([F:36])[F:35])[CH:21]=1)=[O:18], predict the reaction product. The product is: [CH:1]([NH:4][C:5]1[N:6]=[N:7][C:8]([C:11]#[C:12][C:39]2[CH:38]=[C:16]([CH:15]=[CH:14][C:40]=2[CH3:41])[C:17]([NH:19][C:20]2[CH:25]=[CH:24][C:23]([CH2:26][N:27]3[CH2:32][CH2:31][N:30]([CH3:33])[CH2:29][CH2:28]3)=[C:22]([C:34]([F:37])([F:36])[F:35])[CH:21]=2)=[O:18])=[CH:9][CH:10]=1)([CH3:3])[CH3:2]. (7) Given the reactants Cl.[C:2](Cl)(=[O:9])[C:3]1[CH:8]=[CH:7][CH:6]=[N:5][CH:4]=1.[CH:11]1([N:14]([C@H:18]2[C:27]3[C:22](=[CH:23][CH:24]=[CH:25][CH:26]=3)[NH:21][C@@H:20]([CH3:28])[CH2:19]2)[C:15](=[O:17])[CH3:16])[CH2:13][CH2:12]1.C(=O)([O-])[O-].[Na+].[Na+], predict the reaction product. The product is: [CH:11]1([N:14]([C@H:18]2[C:27]3[C:22](=[CH:23][CH:24]=[CH:25][CH:26]=3)[N:21]([C:2]([C:3]3[CH:4]=[N:5][CH:6]=[CH:7][CH:8]=3)=[O:9])[C@@H:20]([CH3:28])[CH2:19]2)[C:15](=[O:17])[CH3:16])[CH2:12][CH2:13]1. (8) Given the reactants [Br-:1].[Br-].[Br-].C1([N+](C)(C)C)C=CC=CC=1.C1([N+](C)(C)C)C=CC=CC=1.C1([N+](C)(C)C)C=CC=CC=1.[CH:34]1[S:38][CH:37]=[CH:36][C:35]=1[C:39]([CH:41]([CH3:43])[CH3:42])=[O:40], predict the reaction product. The product is: [Br:1][C:41]([C:39](=[O:40])[C:35]1[CH:36]=[CH:37][S:38][CH:34]=1)([CH3:43])[CH3:42].